From a dataset of Forward reaction prediction with 1.9M reactions from USPTO patents (1976-2016). Predict the product of the given reaction. (1) Given the reactants C(OC([N:6]1[CH2:12][CH2:11][CH2:10][N:9]([C:13]2[N:17]([CH2:18][CH2:19][O:20][CH2:21][CH3:22])[C:16]3[CH:23]=[CH:24][CH:25]=[CH:26][C:15]=3[N:14]=2)[CH2:8][CH2:7]1)=O)C.O.NN.[OH-].[K+], predict the reaction product. The product is: [CH2:21]([O:20][CH2:19][CH2:18][N:17]1[C:16]2[CH:23]=[CH:24][CH:25]=[CH:26][C:15]=2[N:14]=[C:13]1[N:9]1[CH2:10][CH2:11][CH2:12][NH:6][CH2:7][CH2:8]1)[CH3:22]. (2) Given the reactants C([O:3][C:4](=O)[C:5]1[CH:10]=[C:9]([Cl:11])[C:8]([O:12][C:13]2[CH:18]=[CH:17][C:16]([O:19][CH3:20])=[CH:15][CH:14]=2)=[C:7]([Cl:21])[CH:6]=1)C.[H-], predict the reaction product. The product is: [Cl:11][C:9]1[CH:10]=[C:5]([CH2:4][OH:3])[CH:6]=[C:7]([Cl:21])[C:8]=1[O:12][C:13]1[CH:14]=[CH:15][C:16]([O:19][CH3:20])=[CH:17][CH:18]=1. (3) Given the reactants B.C1COCC1.C1COCC1.[F:12][C:13]1[C:17]2[CH:18]=[CH:19][CH:20]=[C:21]([O:22][CH3:23])[C:16]=2[S:15][C:14]=1[C:24](O)=[O:25], predict the reaction product. The product is: [F:12][C:13]1[C:17]2[CH:18]=[CH:19][CH:20]=[C:21]([O:22][CH3:23])[C:16]=2[S:15][C:14]=1[CH2:24][OH:25]. (4) Given the reactants Cl.Br[CH2:3][CH2:4][CH2:5][CH2:6][O:7][CH:8]1[CH2:13][CH2:12][NH:11][CH2:10][CH2:9]1.Cl[C:15]([O:17][CH2:18][CH:19]([CH3:21])[CH3:20])=[O:16].[CH2:22]([NH:24][CH2:25][CH2:26][OH:27])[CH3:23], predict the reaction product. The product is: [CH2:18]([O:17][C:15]([N:11]1[CH2:12][CH2:13][CH:8]([O:7][CH2:6][CH2:5][CH2:4][CH2:3][N:24]([CH2:22][CH3:23])[CH2:25][CH2:26][OH:27])[CH2:9][CH2:10]1)=[O:16])[CH:19]([CH3:21])[CH3:20]. (5) The product is: [C:20]([N:17]1[CH2:18][CH2:19][N:14]([S:11]([C:8]2[S:7][C:6]([C:4]([OH:5])=[O:3])=[CH:10][CH:9]=2)(=[O:13])=[O:12])[CH:15]([CH3:28])[CH2:16]1)(=[O:27])[C:21]1[CH:26]=[CH:25][CH:24]=[CH:23][CH:22]=1. Given the reactants C([O:3][C:4]([C:6]1[S:7][C:8]([S:11]([N:14]2[CH2:19][CH2:18][N:17]([C:20](=[O:27])[C:21]3[CH:26]=[CH:25][CH:24]=[CH:23][CH:22]=3)[CH2:16][CH:15]2[CH3:28])(=[O:13])=[O:12])=[CH:9][CH:10]=1)=[O:5])C.[OH-].[Na+].CO.O.Cl, predict the reaction product. (6) The product is: [C:11]([O:15][C:16](=[O:44])[NH:17][C:18]1([C:22]2[CH:27]=[CH:26][C:25]([C:28]3[C:33]([C:34]4[CH:39]=[CH:38][CH:37]=[CH:36][CH:35]=4)=[CH:32][C:10]([N+:7]([O-:9])=[O:8])=[C:30]([CH2:31][N+:40]([O-:42])=[O:41])[N:29]=3)=[CH:24][CH:23]=2)[CH2:19][CH2:20][CH2:21]1)([CH3:14])([CH3:12])[CH3:13]. Given the reactants CC(C)([O-])C.[K+].[N+:7]([CH3:10])([O-:9])=[O:8].[C:11]([O:15][C:16](=[O:44])[NH:17][C:18]1([C:22]2[CH:27]=[CH:26][C:25]([C:28]3[C:33]([C:34]4[CH:39]=[CH:38][CH:37]=[CH:36][CH:35]=4)=[CH:32][C:31]([N+:40]([O-:42])=[O:41])=[C:30](Cl)[N:29]=3)=[CH:24][CH:23]=2)[CH2:21][CH2:20][CH2:19]1)([CH3:14])([CH3:13])[CH3:12].[NH4+].[Cl-], predict the reaction product.